From a dataset of Forward reaction prediction with 1.9M reactions from USPTO patents (1976-2016). Predict the product of the given reaction. (1) Given the reactants COC(=O)COC1C=C(Cl)C(SC#N)=CC=1C.C[O:19][C:20](=[O:49])[CH2:21][O:22][C:23]1[CH:28]=[C:27]([Cl:29])[C:26]([S:30][CH2:31][C:32]2[CH:37]=[CH:36][C:35]([C:38]3[CH:43]=[CH:42][C:41]([C:44]([F:47])([F:46])[F:45])=[CH:40][CH:39]=3)=[CH:34][CH:33]=2)=[CH:25][C:24]=1[CH3:48], predict the reaction product. The product is: [Cl:29][C:27]1[C:26]([S:30][CH2:31][C:32]2[CH:33]=[CH:34][C:35]([C:38]3[CH:39]=[CH:40][C:41]([C:44]([F:45])([F:46])[F:47])=[CH:42][CH:43]=3)=[CH:36][CH:37]=2)=[CH:25][C:24]([CH3:48])=[C:23]([CH:28]=1)[O:22][CH2:21][C:20]([OH:49])=[O:19]. (2) Given the reactants [NH2:1][C:2]1[N:10]=[CH:9][N:8]=[C:7]2[C:3]=1[N:4]=[CH:5][N:6]2[C@H:11]1[C@@H:15]2[O:16][C:17]([CH3:20])([CH3:19])[O:18][C@@H:14]2[C@@H:13]([CH2:21][NH:22][CH2:23][CH2:24][CH2:25][NH:26][C:27]([NH:29][C:30]2[CH:35]=[CH:34][C:33]([C:36]([CH3:39])([CH3:38])[CH3:37])=[CH:32][CH:31]=2)=[O:28])[O:12]1.[CH:40]1([CH:43]=O)[CH2:42][CH2:41]1.[BH-](OC(C)=O)(OC(C)=O)OC(C)=O.[Na+].C([O-])(O)=O.[Na+], predict the reaction product. The product is: [NH2:1][C:2]1[N:10]=[CH:9][N:8]=[C:7]2[C:3]=1[N:4]=[CH:5][N:6]2[C@H:11]1[C@H:15]2[C@H:14]([O:18][C:17]([CH3:19])([CH3:20])[O:16]2)[C@@H:13]([CH2:21][N:22]([CH2:43][CH:40]2[CH2:42][CH2:41]2)[CH2:23][CH2:24][CH2:25][NH:26][C:27]([NH:29][C:30]2[CH:35]=[CH:34][C:33]([C:36]([CH3:39])([CH3:38])[CH3:37])=[CH:32][CH:31]=2)=[O:28])[O:12]1. (3) Given the reactants [N:1]1([C:7]2[CH:12]=[CH:11][C:10]([N:13]3[C:17](=[O:18])[CH2:16][CH:15]([C:19]([OH:21])=[O:20])[CH2:14]3)=[CH:9][CH:8]=2)[CH2:6][CH2:5][O:4][CH2:3][CH2:2]1.S(Cl)(Cl)=O.[CH3:26]O, predict the reaction product. The product is: [N:1]1([C:7]2[CH:8]=[CH:9][C:10]([N:13]3[C:17](=[O:18])[CH2:16][CH:15]([C:19]([O:21][CH3:26])=[O:20])[CH2:14]3)=[CH:11][CH:12]=2)[CH2:6][CH2:5][O:4][CH2:3][CH2:2]1. (4) Given the reactants Br[C:2]1[S:3][CH:4]=[C:5]([Br:7])[N:6]=1.[NH:8]1[CH2:13][CH2:12][CH:11]([NH:14][C:15](=[O:21])[O:16][C:17]([CH3:20])([CH3:19])[CH3:18])[CH2:10][CH2:9]1, predict the reaction product. The product is: [Br:7][C:5]1[N:6]=[C:2]([N:8]2[CH2:9][CH2:10][CH:11]([NH:14][C:15](=[O:21])[O:16][C:17]([CH3:19])([CH3:18])[CH3:20])[CH2:12][CH2:13]2)[S:3][CH:4]=1. (5) Given the reactants [CH2:1]([N:3]([S:11]([C:14]1[CH:19]=[CH:18][C:17]([F:20])=[CH:16][CH:15]=1)(=[O:13])=[O:12])[C:4]1([C:7]([O:9]C)=[O:8])[CH2:6][CH2:5]1)[CH3:2].[OH-].[Na+], predict the reaction product. The product is: [CH2:1]([N:3]([S:11]([C:14]1[CH:15]=[CH:16][C:17]([F:20])=[CH:18][CH:19]=1)(=[O:12])=[O:13])[C:4]1([C:7]([OH:9])=[O:8])[CH2:6][CH2:5]1)[CH3:2]. (6) The product is: [NH2:1][C:2]1[N:7]=[C:6]([Cl:8])[C:5]2[CH2:9][C:10](=[O:11])[N:15]([CH2:16][C:17]3[CH:21]=[CH:20][N:19]([CH3:22])[N:18]=3)[C:4]=2[N:3]=1. Given the reactants [NH2:1][C:2]1[N:7]=[C:6]([Cl:8])[C:5]([CH2:9][C:10](OCC)=[O:11])=[C:4]([NH:15][CH2:16][C:17]2[CH:21]=[CH:20][N:19]([CH3:22])[N:18]=2)[N:3]=1.CCN(C(C)C)C(C)C, predict the reaction product.